From a dataset of Full USPTO retrosynthesis dataset with 1.9M reactions from patents (1976-2016). Predict the reactants needed to synthesize the given product. (1) The reactants are: [C@@H]1([N:9]2[C:19]3[N:18]=[C:16]([NH2:17])[NH:15][C:13](=O)[C:12]=3[N:11]=[CH:10]2)O[C@H](CO)[C@@H](O)C1.FC(F)(F)C(OC(=O)C(F)(F)F)=O.C(N)C[NH2:35]. Given the product [NH2:17][C:16]1[N:18]=[C:19]2[C:12]([NH:11][CH:10]=[N:9]2)=[C:13]([NH2:35])[N:15]=1, predict the reactants needed to synthesize it. (2) The reactants are: [CH3:1][C:2]1[CH:3]=[C:4]([C:9](=[O:31])[CH2:10][CH2:11][CH2:12][N:13]2[CH2:18][CH2:17][CH:16]([C:19]3[CH:20]=[C:21]([NH:25][C:26](=[O:30])[CH:27]([CH3:29])[CH3:28])[CH:22]=[CH:23][CH:24]=3)[CH2:15][CH2:14]2)[CH:5]=[CH:6][C:7]=1[CH3:8].[CH3:32]I. Given the product [CH3:1][C:2]1[CH:3]=[C:4]([C:9](=[O:31])[CH2:10][CH2:11][CH2:12][N:13]2[CH2:14][CH2:15][CH:16]([C:19]3[CH:20]=[C:21]([N:25]([CH3:32])[C:26](=[O:30])[CH:27]([CH3:29])[CH3:28])[CH:22]=[CH:23][CH:24]=3)[CH2:17][CH2:18]2)[CH:5]=[CH:6][C:7]=1[CH3:8], predict the reactants needed to synthesize it. (3) Given the product [Cl:35][C:22]1[CH:21]=[C:20]([N:14]2[CH2:13][CH2:12][C:11]3[C:16](=[CH:17][CH:18]=[C:9]([Cl:8])[CH:10]=3)[CH2:15]2)[CH:25]=[C:24]([CH3:26])[C:23]=1[NH:27][C:28](=[O:34])[CH2:29][C:30]([CH3:32])([CH3:31])[CH3:33], predict the reactants needed to synthesize it. The reactants are: CC(C)([O-])C.[K+].Cl.[Cl:8][C:9]1[CH:10]=[C:11]2[C:16](=[CH:17][CH:18]=1)[CH2:15][NH:14][CH2:13][CH2:12]2.Br[C:20]1[CH:25]=[C:24]([CH3:26])[C:23]([NH:27][C:28](=[O:34])[CH2:29][C:30]([CH3:33])([CH3:32])[CH3:31])=[C:22]([Cl:35])[CH:21]=1. (4) The reactants are: F[C:2]1[CH:11]=[C:10]2[C:5]([CH:6]=[N:7][C:8]([NH:12][C@H:13]3[CH2:18][CH2:17][C@H:16]([OH:19])[CH2:15][CH2:14]3)=[N:9]2)=[CH:4][CH:3]=1.[CH3:20][O-:21].[Na+]. Given the product [CH3:20][O:21][C:2]1[CH:11]=[C:10]2[C:5]([CH:6]=[N:7][C:8]([NH:12][C@H:13]3[CH2:18][CH2:17][C@H:16]([OH:19])[CH2:15][CH2:14]3)=[N:9]2)=[CH:4][CH:3]=1, predict the reactants needed to synthesize it. (5) Given the product [Cl:1][C:2]1[CH:3]=[C:4]([NH:15][C:16]2[C:25]3[C:20](=[CH:21][C:22]([N:15]4[CH2:16][CH2:17][CH:32]([N:33]5[CH2:37][CH2:36][CH2:35][CH2:34]5)[CH2:3][CH2:4]4)=[C:23]([O:26][CH2:27][CH3:28])[CH:24]=3)[N:19]=[CH:18][C:17]=2[C:30]#[N:31])[CH:5]=[CH:6][C:7]=1[S:8][C:9]1[N:10]([CH3:14])[CH:11]=[CH:12][N:13]=1, predict the reactants needed to synthesize it. The reactants are: [Cl:1][C:2]1[CH:3]=[C:4]([NH:15][C:16]2[C:25]3[C:20](=[CH:21][C:22](F)=[C:23]([O:26][CH2:27][CH3:28])[CH:24]=3)[N:19]=[CH:18][C:17]=2[C:30]#[N:31])[CH:5]=[CH:6][C:7]=1[S:8][C:9]1[N:10]([CH3:14])[CH:11]=[CH:12][N:13]=1.[CH3:32][N:33]1[CH2:37][CH2:36][CH2:35][C:34]1=O. (6) Given the product [CH3:18][O:17][CH2:16][O:15][C:12]1[CH:13]=[CH:14][C:9]([OH:8])=[N:10][CH:11]=1, predict the reactants needed to synthesize it. The reactants are: C([O:8][C:9]1[CH:14]=[CH:13][C:12]([O:15][CH2:16][O:17][CH3:18])=[CH:11][N:10]=1)C1C=CC=CC=1. (7) Given the product [CH2:48]([O:55][C:56]1[CH:57]=[CH:58][C:59]([NH:62][C:29]([N:31]2[CH2:36][CH2:35][NH:34][CH2:33][CH:32]2[CH2:44][C:45](=[O:47])[NH:11][C:10]2[CH:9]=[CH:8][C:7]([CH:1]3[CH2:2][CH2:3][CH2:4][CH2:5][CH2:6]3)=[CH:13][CH:12]=2)=[O:30])=[CH:60][CH:61]=1)[C:49]1[CH:50]=[CH:51][CH:52]=[CH:53][CH:54]=1, predict the reactants needed to synthesize it. The reactants are: [CH:1]1([C:7]2[CH:13]=[CH:12][C:10]([NH2:11])=[CH:9][CH:8]=2)[CH2:6][CH2:5][CH2:4][CH2:3][CH2:2]1.C1C2C(CO[C:29]([N:31]3[CH2:36][CH2:35][N:34](C(OC(C)(C)C)=O)[CH2:33][CH:32]3[CH2:44][C:45]([OH:47])=O)=[O:30])C3C(=CC=CC=3)C=2C=CC=1.[CH2:48]([O:55][C:56]1[CH:61]=[CH:60][C:59]([N:62]=C=O)=[CH:58][CH:57]=1)[C:49]1[CH:54]=[CH:53][CH:52]=[CH:51][CH:50]=1. (8) The reactants are: [CH3:1][N:2]([CH3:6])[C:3](Cl)=[O:4].[NH2:7][CH2:8][CH2:9][N:10]1[C:18]2[C:17]([CH3:19])=[C:16]([CH3:20])[N:15]=[C:14]([NH2:21])[C:13]=2[N:12]=[C:11]1[CH3:22]. Given the product [NH2:21][C:14]1[C:13]2[N:12]=[C:11]([CH3:22])[N:10]([CH2:9][CH2:8][NH:7][C:3](=[O:4])[N:2]([CH3:6])[CH3:1])[C:18]=2[C:17]([CH3:19])=[C:16]([CH3:20])[N:15]=1, predict the reactants needed to synthesize it. (9) Given the product [C:1](=[O:3])([O:2][C:15]1[CH:16]=[CH:17][C:12]([N+:9]([O-:11])=[O:10])=[CH:13][CH:14]=1)[O:4][C:5]([CH3:7])=[CH2:6], predict the reactants needed to synthesize it. The reactants are: [C:1](=[O:4])([OH:3])[OH:2].[C:5](Cl)([CH3:7])=[CH2:6].[N+:9]([C:12]1[CH:17]=[CH:16][C:15](O)=[CH:14][CH:13]=1)([O-:11])=[O:10].C(Cl)(Cl)Cl.